Dataset: Full USPTO retrosynthesis dataset with 1.9M reactions from patents (1976-2016). Task: Predict the reactants needed to synthesize the given product. (1) Given the product [F:3][C:4]1[CH:5]=[C:6]2[C:11](=[CH:12][CH:13]=1)[CH:10]=[C:9]([C:14]#[N:15])[CH:8]=[C:7]2[CH2:16][N:17]1[CH2:21][CH2:20][CH:19]([C:22]2([C:28]3[CH:33]=[CH:32][C:31]([F:34])=[CH:30][CH:29]=3)[CH2:27][CH2:26][N:25]([CH3:38])[CH2:24][CH2:23]2)[C:18]1=[O:35], predict the reactants needed to synthesize it. The reactants are: C=O.[F:3][C:4]1[CH:5]=[C:6]2[C:11](=[CH:12][CH:13]=1)[CH:10]=[C:9]([C:14]#[N:15])[CH:8]=[C:7]2[CH2:16][N:17]1[CH2:21][CH2:20][CH:19]([C:22]2([C:28]3[CH:33]=[CH:32][C:31]([F:34])=[CH:30][CH:29]=3)[CH2:27][CH2:26][NH:25][CH2:24][CH2:23]2)[C:18]1=[O:35].[BH-](OC(C)=O)(OC(C)=O)O[C:38](C)=O.[Na+]. (2) Given the product [CH2:1]([N:3]([CH2:9][C:10]1[CH:15]=[C:14]([C:16]([F:17])([F:18])[F:19])[CH:13]=[CH:12][C:11]=1[C:30]1[N:35]=[C:34]([CH3:36])[CH:33]=[CH:32][N:31]=1)[C:4]([CH:6]1[CH2:7][CH2:8]1)=[O:5])[CH3:2], predict the reactants needed to synthesize it. The reactants are: [CH2:1]([N:3]([CH2:9][C:10]1[CH:15]=[C:14]([C:16]([F:19])([F:18])[F:17])[CH:13]=[CH:12][C:11]=1B1OC(C)(C)C(C)(C)O1)[C:4]([CH:6]1[CH2:8][CH2:7]1)=[O:5])[CH3:2].Cl[C:30]1[N:35]=[C:34]([CH3:36])[CH:33]=[CH:32][N:31]=1. (3) The reactants are: [C:1]([O:5][C:6](=[O:34])[N:7]([C@@H:9]1[CH2:13][CH2:12][N:11]([C:14]2[CH:19]=[CH:18][C:17]([N:20]3[CH2:29][CH2:28][C:27]4[C:22](=[CH:23][CH:24]=[C:25]([O:30]C)[CH:26]=4)[C:21]3=[O:32])=[CH:16][C:15]=2[F:33])[CH2:10]1)[CH3:8])([CH3:4])([CH3:3])[CH3:2].Br.C(=O)([O-])O.[Na+].CC(OC(OC(OC(C)(C)C)=O)=O)(C)C. Given the product [C:1]([O:5][C:6](=[O:34])[N:7]([C@@H:9]1[CH2:13][CH2:12][N:11]([C:14]2[CH:19]=[CH:18][C:17]([N:20]3[CH2:29][CH2:28][C:27]4[C:22](=[CH:23][CH:24]=[C:25]([OH:30])[CH:26]=4)[C:21]3=[O:32])=[CH:16][C:15]=2[F:33])[CH2:10]1)[CH3:8])([CH3:4])([CH3:2])[CH3:3], predict the reactants needed to synthesize it. (4) Given the product [Cl:1][C:2]1[CH:9]=[CH:8][C:5]([CH2:6][O:7][C:15]2[CH:20]=[CH:19][N+:18]([O-:21])=[CH:17][CH:16]=2)=[CH:4][CH:3]=1, predict the reactants needed to synthesize it. The reactants are: [Cl:1][C:2]1[CH:9]=[CH:8][C:5]([CH2:6][OH:7])=[CH:4][CH:3]=1.[H-].[Na+].[N+]([C:15]1[CH:20]=[CH:19][N+:18]([O-:21])=[CH:17][CH:16]=1)([O-])=O.C(=O)([O-])O.[Na+]. (5) Given the product [Cl:17][C:18]1[CH:24]=[CH:23][C:21]([NH:22][C:7]2[CH2:6][C:5]([C:3]([O:2][CH3:1])=[O:4])=[C:11]([NH:22][C:21]3[CH:23]=[CH:24][C:18]([Cl:25])=[CH:19][CH:20]=3)[CH2:10][C:9]=2[C:13]([O:15][CH3:16])=[O:14])=[CH:20][CH:19]=1, predict the reactants needed to synthesize it. The reactants are: [CH3:1][O:2][C:3]([CH:5]1[C:11](=O)[CH2:10][CH:9]([C:13]([O:15][CH3:16])=[O:14])[C:7](=O)[CH2:6]1)=[O:4].[Cl:17][C:18]1[CH:24]=[CH:23][C:21]([NH2:22])=[CH:20][CH:19]=1.[ClH:25].